This data is from Forward reaction prediction with 1.9M reactions from USPTO patents (1976-2016). The task is: Predict the product of the given reaction. (1) Given the reactants [Cl:1][C:2]1[CH:3]=[C:4]([C:8]2[CH:13]=[CH:12][C:11]([CH:14]([C:29]3([OH:33])[CH2:32][CH2:31][CH2:30]3)[CH2:15][N:16]3[CH2:21][CH2:20][N:19](C(OC(C)(C)C)=O)[CH2:18][CH2:17]3)=[CH:10][CH:9]=2)[CH:5]=[CH:6][CH:7]=1.[ClH:34], predict the reaction product. The product is: [ClH:1].[ClH:34].[Cl:1][C:2]1[CH:3]=[C:4]([C:8]2[CH:9]=[CH:10][C:11]([CH:14]([C:29]3([OH:33])[CH2:30][CH2:31][CH2:32]3)[CH2:15][N:16]3[CH2:17][CH2:18][NH:19][CH2:20][CH2:21]3)=[CH:12][CH:13]=2)[CH:5]=[CH:6][CH:7]=1. (2) Given the reactants [CH3:1][O:2][CH2:3][CH2:4][O:5][C:6]1[CH:13]=[CH:12][C:9]([CH:10]=O)=[C:8]([CH3:14])[C:7]=1[CH3:15].[Cl:16][C:17]1[CH:22]=[CH:21][C:20]([C:23]2([OH:29])[CH2:28][CH2:27][NH:26][CH2:25][CH2:24]2)=[CH:19][C:18]=1[C:30]([F:33])([F:32])[F:31].[BH-](OC(C)=O)(OC(C)=O)OC(C)=O.[Na+], predict the reaction product. The product is: [Cl:16][C:17]1[CH:22]=[CH:21][C:20]([C:23]2([OH:29])[CH2:24][CH2:25][N:26]([CH2:10][C:9]3[CH:12]=[CH:13][C:6]([O:5][CH2:4][CH2:3][O:2][CH3:1])=[C:7]([CH3:15])[C:8]=3[CH3:14])[CH2:27][CH2:28]2)=[CH:19][C:18]=1[C:30]([F:33])([F:31])[F:32]. (3) Given the reactants [O:1]1[CH2:6][CH2:5][O:4][C:3]2[CH:7]=[C:8]([CH:11]([NH:13][C:14]3[N:19]=[C:18]([N:20]4[C@@H:24]([CH:25]([CH3:27])[CH3:26])[CH2:23][O:22][C:21]4=[O:28])[CH:17]=[CH:16][N:15]=3)[CH3:12])[CH:9]=[CH:10][C:2]1=2.CC(O)C, predict the reaction product. The product is: [O:1]1[CH2:6][CH2:5][O:4][C:3]2[CH:7]=[C:8]([C@H:11]([NH:13][C:14]3[N:19]=[C:18]([N:20]4[C@@H:24]([CH:25]([CH3:27])[CH3:26])[CH2:23][O:22][C:21]4=[O:28])[CH:17]=[CH:16][N:15]=3)[CH3:12])[CH:9]=[CH:10][C:2]1=2.[O:1]1[CH2:6][CH2:5][O:4][C:3]2[CH:7]=[C:8]([C@@H:11]([NH:13][C:14]3[N:19]=[C:18]([N:20]4[C@@H:24]([CH:25]([CH3:27])[CH3:26])[CH2:23][O:22][C:21]4=[O:28])[CH:17]=[CH:16][N:15]=3)[CH3:12])[CH:9]=[CH:10][C:2]1=2. (4) Given the reactants [CH3:1][N:2]1[C:6]([NH2:7])=[C:5]([C:8]([F:11])([F:10])[F:9])[C:4]([C:12]([F:18])([F:17])[C:13]([F:16])([F:15])[F:14])=[N:3]1.N1C=CC=CC=1.[Cl:25][C:26]1[N:31]=[C:30]([C:32](Cl)=[O:33])[CH:29]=[CH:28][C:27]=1[C:35]#[N:36].C(=O)([O-])O.[Na+], predict the reaction product. The product is: [CH3:1][N:2]1[C:6]([NH:7][C:32]([C:30]2[CH:29]=[CH:28][C:27]([C:35]#[N:36])=[C:26]([Cl:25])[N:31]=2)=[O:33])=[C:5]([C:8]([F:10])([F:9])[F:11])[C:4]([C:12]([F:17])([F:18])[C:13]([F:15])([F:14])[F:16])=[N:3]1. (5) Given the reactants [O:1]=[C:2]1[C:10]2[C:5](=[CH:6][CH:7]=[CH:8][CH:9]=2)[C:4](=[O:11])[N:3]1[CH2:12][CH2:13][C:14]#[N:15].C(OP(=S)(OCC)[SH:20])C, predict the reaction product. The product is: [O:1]=[C:2]1[C:10]2[C:5](=[CH:6][CH:7]=[CH:8][CH:9]=2)[C:4](=[O:11])[N:3]1[CH2:12][CH2:13][C:14]([NH2:15])=[S:20].